This data is from Full USPTO retrosynthesis dataset with 1.9M reactions from patents (1976-2016). The task is: Predict the reactants needed to synthesize the given product. (1) Given the product [CH3:44][O:43][CH:40]1[CH2:39][CH2:38][N:37]([C:35]([C@:18]23[CH2:30][CH2:29][C@@H:28]([C:31]4([CH3:34])[CH2:33][CH2:32]4)[C@@H:19]2[C@@H:20]2[C@@:15]([CH3:45])([CH2:16][CH2:17]3)[C@@:14]3([CH3:46])[C@@H:23]([C@:24]4([CH3:27])[C@@H:11]([CH2:12][CH2:13]3)[C:10]([CH3:47])([CH3:48])[C@@H:9]([O:8][C:6]([C@H:5]3[CH2:4][C@@H:3]([C:49]([OH:51])=[O:50])[C:2]3([CH3:59])[CH3:1])=[O:7])[CH2:26][CH2:25]4)[CH2:22][CH2:21]2)=[O:36])[CH2:42][CH2:41]1, predict the reactants needed to synthesize it. The reactants are: [CH3:1][C:2]1([CH3:59])[C@@H:5]([C:6]([O:8][C@H:9]2[CH2:26][CH2:25][C@@:24]3([CH3:27])[C@@H:11]([CH2:12][CH2:13][C@:14]4([CH3:46])[C@@H:23]3[CH2:22][CH2:21][C@H:20]3[C@@:15]4([CH3:45])[CH2:16][CH2:17][C@@:18]4([C:35]([N:37]5[CH2:42][CH2:41][CH:40]([O:43][CH3:44])[CH2:39][CH2:38]5)=[O:36])[CH2:30][CH2:29][C@@H:28]([C:31]5([CH3:34])[CH2:33][CH2:32]5)[C@@H:19]43)[C:10]2([CH3:48])[CH3:47])=[O:7])[CH2:4][C@H:3]1[C:49]([O:51]CC1C=CC=CC=1)=[O:50].C(N(CC)CC)C.C([SiH](CC)CC)C. (2) Given the product [C:1]([N:4]1[C:13]2[C:8](=[CH:9][C:10]([NH:14][C:32](=[O:33])[CH2:31][CH2:30][C:24]3[CH:29]=[CH:28][CH:27]=[CH:26][CH:25]=3)=[CH:11][CH:12]=2)[C:7]([C:16]2[CH:21]=[CH:20][CH:19]=[CH:18][CH:17]=2)([CH3:15])[CH2:6][C:5]1([CH3:23])[CH3:22])(=[O:3])[CH3:2], predict the reactants needed to synthesize it. The reactants are: [C:1]([N:4]1[C:13]2[C:8](=[CH:9][C:10]([NH2:14])=[CH:11][CH:12]=2)[C:7]([C:16]2[CH:21]=[CH:20][CH:19]=[CH:18][CH:17]=2)([CH3:15])[CH2:6][C:5]1([CH3:23])[CH3:22])(=[O:3])[CH3:2].[C:24]1([CH2:30][CH2:31][C:32](Cl)=[O:33])[CH:29]=[CH:28][CH:27]=[CH:26][CH:25]=1.C(N(CC)C(C)C)(C)C. (3) Given the product [S:15]1[CH:16]=[CH:17][N:18]=[C:14]1[C:11]1[CH:12]=[CH:13][C:8]([O:7][C:6]2[CH:19]=[CH:20][C:3]([OH:2])=[CH:4][CH:5]=2)=[CH:9][CH:10]=1, predict the reactants needed to synthesize it. The reactants are: C[O:2][C:3]1[CH:20]=[CH:19][C:6]([O:7][C:8]2[CH:13]=[CH:12][C:11]([C:14]3[S:15][CH:16]=[CH:17][N:18]=3)=[CH:10][CH:9]=2)=[CH:5][CH:4]=1.B(Br)(Br)Br.